This data is from Forward reaction prediction with 1.9M reactions from USPTO patents (1976-2016). The task is: Predict the product of the given reaction. (1) Given the reactants [C:1]1([CH:7]([NH2:15])[CH2:8][C:9]2[CH:14]=[CH:13][CH:12]=[CH:11][CH:10]=2)[CH:6]=[CH:5][CH:4]=[CH:3][CH:2]=1.I.CS[C:19]1[NH:20][CH2:21][CH2:22][N:23]=1, predict the reaction product. The product is: [C:1]1([CH:7]([NH:15][C:19]2[NH:23][CH2:22][CH2:21][N:20]=2)[CH2:8][C:9]2[CH:10]=[CH:11][CH:12]=[CH:13][CH:14]=2)[CH:6]=[CH:5][CH:4]=[CH:3][CH:2]=1. (2) Given the reactants [Br:1][C:2]1[CH:3]=[C:4]([CH:16]=[CH:17][CH:18]=1)[C:5]([C:7]1[C:8]([C:14]#[N:15])=[N:9][CH:10]=[C:11]([CH3:13])[CH:12]=1)=O.[CH3:19][C:20]([S:23]([NH2:25])=[O:24])([CH3:22])[CH3:21], predict the reaction product. The product is: [Br:1][C:2]1[CH:3]=[C:4]([C:5]([C:7]2[C:8]([C:14]#[N:15])=[N:9][CH:10]=[C:11]([CH3:13])[CH:12]=2)=[N:25][S:23]([C:20]([CH3:22])([CH3:21])[CH3:19])=[O:24])[CH:16]=[CH:17][CH:18]=1. (3) Given the reactants [OH:1][C:2]1[CH:10]=[C:9]2[C:5]([C:6](=O)[C:7](=[O:17])[N:8]2[C:11]2[CH:16]=[CH:15][CH:14]=[CH:13][CH:12]=2)=[CH:4][CH:3]=1.[F:19][C:20]([F:29])([F:28])[C:21]1[CH:22]=[C:23]([CH:25]=[CH:26][CH:27]=1)[NH2:24], predict the reaction product. The product is: [OH:1][C:2]1[CH:10]=[C:9]2[C:5]([C:6](=[N:24][C:23]3[CH:25]=[CH:26][CH:27]=[C:21]([C:20]([F:19])([F:28])[F:29])[CH:22]=3)[C:7](=[O:17])[N:8]2[C:11]2[CH:16]=[CH:15][CH:14]=[CH:13][CH:12]=2)=[CH:4][CH:3]=1. (4) Given the reactants C(OC(=O)[NH:6][C:7]1[CH:12]=[CH:11][CH:10]=[C:9]([C:13]2[N:14]=[C:15]([CH:25]([CH3:27])[CH3:26])[S:16][C:17]=2[C:18]2[CH:23]=[CH:22][N:21]=[C:20]([Cl:24])[N:19]=2)[C:8]=1[O:28][CH3:29])C=C.C(O)(=O)C.C([SnH](CCCC)CCCC)CCC, predict the reaction product. The product is: [Cl:24][C:20]1[N:19]=[C:18]([C:17]2[S:16][C:15]([CH:25]([CH3:27])[CH3:26])=[N:14][C:13]=2[C:9]2[C:8]([O:28][CH3:29])=[C:7]([CH:12]=[CH:11][CH:10]=2)[NH2:6])[CH:23]=[CH:22][N:21]=1. (5) Given the reactants C([Si](C)(C)[O:6][CH2:7][CH2:8][O:9][C:10]1[CH:41]=[CH:40][C:13]([C:14]([C:16]2[CH:39]=[CH:38][C:19]([O:20][CH2:21][CH2:22][CH2:23][O:24][C:25]3[CH:30]=[CH:29][C:28]([CH2:31][C@H:32]([O:36][CH3:37])[C:33]([OH:35])=[O:34])=[CH:27][CH:26]=3)=[CH:18][CH:17]=2)=[O:15])=[CH:12][CH:11]=1)(C)(C)C, predict the reaction product. The product is: [OH:6][CH2:7][CH2:8][O:9][C:10]1[CH:11]=[CH:12][C:13]([C:14]([C:16]2[CH:39]=[CH:38][C:19]([O:20][CH2:21][CH2:22][CH2:23][O:24][C:25]3[CH:30]=[CH:29][C:28]([CH2:31][C@H:32]([O:36][CH3:37])[C:33]([OH:35])=[O:34])=[CH:27][CH:26]=3)=[CH:18][CH:17]=2)=[O:15])=[CH:40][CH:41]=1. (6) Given the reactants [Br:1][C:2]1[CH:7]=[CH:6][C:5](O)=[CH:4][CH:3]=1.[CH2:9](Br)[C:10]1[CH:15]=[CH:14][CH:13]=[CH:12][CH:11]=1.[C:17](=[O:20])([O-])[O-].[Cs+].[Cs+], predict the reaction product. The product is: [CH2:9]([C:6]1[CH:7]=[C:2]([Br:1])[CH:3]=[CH:4][C:5]=1[O:20][C:17]1[CH:6]=[CH:7][C:2]([Br:1])=[CH:3][C:4]=1[CH2:9][C:10]1[CH:15]=[CH:14][CH:13]=[CH:12][CH:11]=1)[C:10]1[CH:15]=[CH:14][CH:13]=[CH:12][CH:11]=1. (7) The product is: [CH:25]([N:21]1[C:20]([C:14]2[N:13]=[C:12]3[C:11]4[CH:28]=[N:29][C:8]([O:7][C@H:5]([CH3:6])[C:4]([NH2:35])=[O:30])=[CH:9][C:10]=4[O:19][CH2:18][CH2:17][N:16]3[CH:15]=2)=[N:24][CH:23]=[N:22]1)([CH3:27])[CH3:26]. Given the reactants C(O[C:4](=[O:30])[C@H:5]([O:7][C:8]1[N:29]=[CH:28][C:11]2[C:12]3[N:16]([CH2:17][CH2:18][O:19][C:10]=2[CH:9]=1)[CH:15]=[C:14]([C:20]1[N:21]([CH:25]([CH3:27])[CH3:26])[N:22]=[CH:23][N:24]=1)[N:13]=3)[CH3:6])C.O.[OH-].[Li+].C[N:35](C(ON1N=NC2C=CC=NC1=2)=[N+](C)C)C.F[P-](F)(F)(F)(F)F.[Cl-].[NH4+].C(N(CC)CC)C, predict the reaction product.